This data is from Forward reaction prediction with 1.9M reactions from USPTO patents (1976-2016). The task is: Predict the product of the given reaction. (1) Given the reactants [F:1][C:2]([F:21])([F:20])[C:3]1[C:4]([C:9]2[CH:18]=[C:17]3[C:12]([C:13](O)=[N:14][CH:15]=[N:16]3)=[CH:11][CH:10]=2)=[N:5][CH:6]=[CH:7][CH:8]=1.O=P(Cl)(Cl)[Cl:24], predict the reaction product. The product is: [Cl:24][C:13]1[C:12]2[C:17](=[CH:18][C:9]([C:4]3[C:3]([C:2]([F:21])([F:20])[F:1])=[CH:8][CH:7]=[CH:6][N:5]=3)=[CH:10][CH:11]=2)[N:16]=[CH:15][N:14]=1. (2) Given the reactants [O:1]([Si:9]([CH:16]([CH3:18])[CH3:17])([CH:13]([CH3:15])[CH3:14])[CH:10]([CH3:12])[CH3:11])S(C(F)(F)F)(=O)=O.[C:19]([C:22]1[N:23]=[N:24][CH:25]=[CH:26][CH:27]=1)(=O)[CH3:20].C(N(C(C)C)CC)(C)C, predict the reaction product. The product is: [CH:10]([Si:9]([CH:16]([CH3:18])[CH3:17])([CH:13]([CH3:15])[CH3:14])[O:1][C:19]([C:22]1[N:23]=[N:24][CH:25]=[CH:26][CH:27]=1)=[CH2:20])([CH3:12])[CH3:11].